Dataset: Forward reaction prediction with 1.9M reactions from USPTO patents (1976-2016). Task: Predict the product of the given reaction. (1) Given the reactants CCN(C(C)C)C(C)C.[Li]CCCC.[Br:15][C:16]1[CH:17]=[CH:18][C:19]([F:22])=[N:20][CH:21]=1.C1C[O:26][CH2:25]C1, predict the reaction product. The product is: [Br:15][C:16]1[CH:17]=[C:18]([CH:25]=[O:26])[C:19]([F:22])=[N:20][CH:21]=1. (2) Given the reactants C[O:2][C:3]([CH:5]1[CH2:9][CH2:8][C:7](=[O:10])[N:6]1[CH2:11][C:12]#[N:13])=O, predict the reaction product. The product is: [C:3]1(=[O:2])[NH:13][CH2:12][CH2:11][N:6]2[C:7](=[O:10])[CH2:8][CH:9]=[C:5]12. (3) Given the reactants [NH2:1][C:2]1[CH:10]=[CH:9][C:5]([CH2:6][CH2:7][OH:8])=[CH:4][CH:3]=1.[C:11](O[C:11]([O:13][C:14]([CH3:17])([CH3:16])[CH3:15])=[O:12])([O:13][C:14]([CH3:17])([CH3:16])[CH3:15])=[O:12], predict the reaction product. The product is: [C:14]([O:13][C:11]([NH:1][C:2]1[CH:10]=[CH:9][C:5]([CH2:6][CH2:7][OH:8])=[CH:4][CH:3]=1)=[O:12])([CH3:17])([CH3:16])[CH3:15]. (4) Given the reactants [OH-].[K+].[N+:3]([C:6]1[CH:11]=[CH:10][CH:9]=[CH:8][C:7]=1[S:12]([NH:15][C:16]1[CH:21]=[CH:20][CH:19]=[CH:18][CH:17]=1)(=[O:14])=[O:13])([O-:5])=[O:4].[Br:22][C:23]1[CH:24]=[CH:25][C:26]2[N:27]([CH2:37][CH2:38][CH2:39]Br)[C:28]3[C:33]([C:34]=2[CH:35]=1)=[CH:32][C:31]([Br:36])=[CH:30][CH:29]=3, predict the reaction product. The product is: [Br:36][C:31]1[CH:30]=[CH:29][C:28]2[N:27]([CH2:37][CH2:38][CH2:39][N:15]([C:16]3[CH:17]=[CH:18][CH:19]=[CH:20][CH:21]=3)[S:12]([C:7]3[CH:8]=[CH:9][CH:10]=[CH:11][C:6]=3[N+:3]([O-:5])=[O:4])(=[O:14])=[O:13])[C:26]3[C:34]([C:33]=2[CH:32]=1)=[CH:35][C:23]([Br:22])=[CH:24][CH:25]=3. (5) Given the reactants O[C:2]([C:10]1[CH:15]=[CH:14][C:13]([C:16]2[CH:21]=[CH:20][C:19]([Cl:22])=[CH:18][CH:17]=2)=[CH:12][CH:11]=1)([CH3:9])[CH2:3][C:4]([O:6][CH2:7][CH3:8])=[O:5].C1(C)C=CC(S(O)(=O)=O)=CC=1.C([O-])(O)=O.[Na+], predict the reaction product. The product is: [Cl:22][C:19]1[CH:18]=[CH:17][C:16]([C:13]2[CH:14]=[CH:15][C:10]([C:2]([CH3:9])=[CH:3][C:4]([O:6][CH2:7][CH3:8])=[O:5])=[CH:11][CH:12]=2)=[CH:21][CH:20]=1. (6) Given the reactants [H-].[H-].[H-].[H-].[Li+].[Al+3].[OH:7][C:8]1([CH2:21][C:22]([NH2:24])=O)[CH2:13][CH2:12][N:11]([CH2:14][C:15]2[CH:20]=[CH:19][CH:18]=[CH:17][CH:16]=2)[CH2:10][CH2:9]1, predict the reaction product. The product is: [NH2:24][CH2:22][CH2:21][C:8]1([OH:7])[CH2:9][CH2:10][N:11]([CH2:14][C:15]2[CH:20]=[CH:19][CH:18]=[CH:17][CH:16]=2)[CH2:12][CH2:13]1.